This data is from Catalyst prediction with 721,799 reactions and 888 catalyst types from USPTO. The task is: Predict which catalyst facilitates the given reaction. (1) Reactant: [H-].[Na+].[Br:3][C:4]1[CH:5]=[CH:6][C:7]([Cl:11])=[C:8]([CH:10]=1)[NH2:9].[CH2:12](Br)[C:13]1[CH:18]=[CH:17][CH:16]=[CH:15][CH:14]=1. Product: [CH2:12]([N:9]([CH2:12][C:13]1[CH:18]=[CH:17][CH:16]=[CH:15][CH:14]=1)[C:8]1[CH:10]=[C:4]([Br:3])[CH:5]=[CH:6][C:7]=1[Cl:11])[C:13]1[CH:18]=[CH:17][CH:16]=[CH:15][CH:14]=1. The catalyst class is: 1. (2) Reactant: C[O:2][C:3](=[O:22])[C@@H:4]([N:7]1[CH2:11][C:10]([O:12][C:13]2[C:18]([F:19])=[CH:17][CH:16]=[CH:15][C:14]=2[F:20])=[CH:9][C:8]1=[O:21])[CH2:5][CH3:6].O.[OH-].[Li+].O. Product: [F:20][C:14]1[CH:15]=[CH:16][CH:17]=[C:18]([F:19])[C:13]=1[O:12][C:10]1[CH2:11][N:7]([C@@H:4]([CH2:5][CH3:6])[C:3]([OH:22])=[O:2])[C:8](=[O:21])[CH:9]=1. The catalyst class is: 30. (3) Reactant: [NH2:1][C@H:2]1[CH2:6][C@H:5]([OH:7])[C@@H:4]([CH2:8][OH:9])[CH2:3]1.[Cl:10][C:11]1[C:16]([CH2:17][CH:18]([O:22][CH2:23][CH3:24])[O:19][CH2:20][CH3:21])=[C:15](Cl)[N:14]=[CH:13][N:12]=1.C(N(CC)CC)C. Product: [Cl:10][C:11]1[N:12]=[CH:13][N:14]=[C:15]([NH:1][C@H:2]2[CH2:6][C@H:5]([OH:7])[C@@H:4]([CH2:8][OH:9])[CH2:3]2)[C:16]=1[CH2:17][CH:18]([O:22][CH2:23][CH3:24])[O:19][CH2:20][CH3:21]. The catalyst class is: 51. (4) Reactant: [CH2:1]1[C:9]2[CH:8]=[C:7]([C:10](OCC)=[O:11])[N:6]=[CH:5][C:4]=2[CH2:3][O:2]1.[H-].[H-].[H-].[H-].[Li+].[Al+3].O.[OH-].[Na+]. Product: [CH2:1]1[C:9]2[CH:8]=[C:7]([CH2:10][OH:11])[N:6]=[CH:5][C:4]=2[CH2:3][O:2]1. The catalyst class is: 1. (5) Reactant: Br[C:2]1[C:7](=[O:8])[C:6]([O:9][CH3:10])=[CH:5][N:4]([C:11]2[CH:16]=[CH:15][CH:14]=[C:13]([C:17]([F:20])([F:19])[F:18])[CH:12]=2)[N:3]=1. Product: [CH3:10][O:9][C:6]1[C:7](=[O:8])[CH:2]=[N:3][N:4]([C:11]2[CH:16]=[CH:15][CH:14]=[C:13]([C:17]([F:20])([F:18])[F:19])[CH:12]=2)[CH:5]=1. The catalyst class is: 354. (6) Reactant: [NH:1]1[C:5]2[CH:6]=[CH:7][CH:8]=[CH:9][C:4]=2[N:3]=[C:2]1[CH:10]([OH:12])[CH3:11].[Cr](O[Cr]([O-])(=O)=O)([O-])(=O)=O.[K+].[K+].[NH4+].[OH-]. Product: [NH:1]1[C:5]2[CH:6]=[CH:7][CH:8]=[CH:9][C:4]=2[N:3]=[C:2]1[C:10](=[O:12])[CH3:11]. The catalyst class is: 82.